From a dataset of Forward reaction prediction with 1.9M reactions from USPTO patents (1976-2016). Predict the product of the given reaction. (1) Given the reactants [Br:1][C:2]1[CH:7]=[CH:6][C:5](I)=[CH:4][CH:3]=1.[CH2:9]([C:11]1[CH:12]=[C:13](B(O)O)[CH:14]=[CH:15][CH:16]=1)[CH3:10].C(=O)([O-])[O-].[K+].[K+].C1(C)C=CC=CC=1, predict the reaction product. The product is: [Br:1][C:2]1[CH:7]=[CH:6][C:5]([C:15]2[CH:14]=[CH:13][CH:12]=[C:11]([CH2:9][CH3:10])[CH:16]=2)=[CH:4][CH:3]=1. (2) Given the reactants [Cl:1][C:2]1[C:7]([N+:8]([O-])=O)=[CH:6][C:5]([N:11]2[C:20](=[O:21])[C:15]3[CH2:16][CH2:17][CH2:18][CH2:19][C:14]=3[C:12]2=[O:13])=[C:4]([F:22])[CH:3]=1, predict the reaction product. The product is: [NH2:8][C:7]1[C:2]([Cl:1])=[CH:3][C:4]([F:22])=[C:5]([N:11]2[C:20](=[O:21])[C:15]3[CH2:16][CH2:17][CH2:18][CH2:19][C:14]=3[C:12]2=[O:13])[CH:6]=1. (3) Given the reactants [CH:1]1([C:6]2([CH2:14][CH2:15][C:16]3[CH:21]=[CH:20][C:19]([C:22]([CH2:27][CH3:28])([CH2:25][CH3:26])[C:23]#[N:24])=[C:18]([F:29])[CH:17]=3)[CH2:11][C:10](=[O:12])[CH2:9][C:8](=[O:13])[O:7]2)[CH2:5][CH2:4][CH2:3][CH2:2]1.[CH3:30][C:31]1[CH:36]=[C:35]([CH3:37])[N:34]2[N:38]=[C:39]([CH:41]=O)[N:40]=[C:33]2[N:32]=1, predict the reaction product. The product is: [CH:1]1([C:6]2([CH2:14][CH2:15][C:16]3[CH:21]=[CH:20][C:19]([C:22]([CH2:27][CH3:28])([CH2:25][CH3:26])[C:23]#[N:24])=[C:18]([F:29])[CH:17]=3)[CH2:11][C:10](=[O:12])[CH:9]([CH2:41][C:39]3[N:40]=[C:33]4[N:32]=[C:31]([CH3:30])[CH:36]=[C:35]([CH3:37])[N:34]4[N:38]=3)[C:8](=[O:13])[O:7]2)[CH2:5][CH2:4][CH2:3][CH2:2]1. (4) Given the reactants Cl[CH2:2][CH2:3][CH2:4][CH2:5][CH2:6][O:7][C:8](=[O:20])[NH:9][CH2:10][CH2:11][CH2:12][CH:13]([O:17][CH2:18][CH3:19])[O:14][CH2:15][CH3:16].[H-].[Na+], predict the reaction product. The product is: [CH2:15]([O:14][CH:13]([O:17][CH2:18][CH3:19])[CH2:12][CH2:11][CH2:10][N:9]1[CH2:2][CH2:3][CH2:4][CH2:5][CH2:6][O:7][C:8]1=[O:20])[CH3:16].